Dataset: Full USPTO retrosynthesis dataset with 1.9M reactions from patents (1976-2016). Task: Predict the reactants needed to synthesize the given product. (1) Given the product [NH:19]1[C:23]2[CH:24]=[CH:25][CH:26]=[CH:27][C:22]=2[N:21]=[C:20]1[CH2:28][N:29]([CH2:10][C:6]1[C:5]2[O:1][CH2:2][CH2:3][C:4]=2[CH:9]=[CH:8][CH:7]=1)[CH:30]1[C:39]2[N:38]=[CH:37][CH:36]=[CH:35][C:34]=2[CH2:33][CH2:32][CH2:31]1, predict the reactants needed to synthesize it. The reactants are: [O:1]1[C:5]2[C:6]([CH:10]=O)=[CH:7][CH:8]=[CH:9][C:4]=2[CH2:3][CH2:2]1.C(OC([N:19]1[C:23]2[CH:24]=[CH:25][CH:26]=[CH:27][C:22]=2[N:21]=[C:20]1[CH2:28][NH:29][CH:30]1[C:39]2[N:38]=[CH:37][CH:36]=[CH:35][C:34]=2[CH2:33][CH2:32][CH2:31]1)=O)(C)(C)C.[BH-](OC(C)=O)(OC(C)=O)OC(C)=O.[Na+]. (2) Given the product [N:1]1[CH:6]=[CH:5][CH:4]=[CH:3][C:2]=1[C:7]1[N:11]=[C:10]([C:12]2[CH:13]=[C:14]([C:26]3[CH:25]=[CH:24][CH:23]=[C:22]([NH2:21])[CH:27]=3)[CH:15]=[C:16]([C:18]#[N:19])[CH:17]=2)[O:9][N:8]=1, predict the reactants needed to synthesize it. The reactants are: [N:1]1[CH:6]=[CH:5][CH:4]=[CH:3][C:2]=1[C:7]1[N:11]=[C:10]([C:12]2[CH:17]=[C:16]([C:18]#[N:19])[CH:15]=[C:14](Br)[CH:13]=2)[O:9][N:8]=1.[NH2:21][C:22]1[CH:23]=[C:24](B(O)O)[CH:25]=[CH:26][CH:27]=1.COCCOC.C(=O)([O-])[O-].[Na+].[Na+]. (3) Given the product [NH2:18][C:17]1[N:8]([C:5]2[CH:6]=[CH:7][C:2]([F:1])=[CH:3][CH:4]=2)[N:9]=[CH:19][C:16]=1[C:14](=[O:15])[C:13]1[CH:27]=[CH:28][CH:29]=[C:11]([Br:10])[CH:12]=1, predict the reactants needed to synthesize it. The reactants are: [F:1][C:2]1[CH:7]=[CH:6][C:5]([NH:8][NH2:9])=[CH:4][CH:3]=1.[Br:10][C:11]1[CH:12]=[C:13]([CH:27]=[CH:28][CH:29]=1)[C:14]([C:16](=[CH:19]NC1C=CC=CC=1)[C:17]#[N:18])=[O:15]. (4) Given the product [CH:22]([C:19]1[CH:18]=[CH:17][C:16]([O:15][CH:9]([CH2:8][C:5]2[CH:6]=[CH:7][C:2]([O:1][CH2:26][CH2:27][O:28][CH:29]3[CH2:34][CH2:33][CH2:32][CH2:31][O:30]3)=[CH:3][CH:4]=2)[C:10]([O:12][CH2:13][CH3:14])=[O:11])=[CH:21][CH:20]=1)([CH3:23])[CH3:24], predict the reactants needed to synthesize it. The reactants are: [OH:1][C:2]1[CH:7]=[CH:6][C:5]([CH2:8][CH:9]([O:15][C:16]2[CH:21]=[CH:20][C:19]([CH:22]([CH3:24])[CH3:23])=[CH:18][CH:17]=2)[C:10]([O:12][CH2:13][CH3:14])=[O:11])=[CH:4][CH:3]=1.Br[CH2:26][CH2:27][O:28][CH:29]1[CH2:34][CH2:33][CH2:32][CH2:31][O:30]1.C(=O)([O-])[O-].[K+].[K+].